This data is from Catalyst prediction with 721,799 reactions and 888 catalyst types from USPTO. The task is: Predict which catalyst facilitates the given reaction. (1) Reactant: II.C1(P(C2C=CC=CC=2)C2C=CC=CC=2)C=CC=CC=1.C(N(CC)CC)C.[CH2:29]([C:36]1([C:51]([NH:53][NH:54][C:55]([C:57]2[CH:62]=[C:61]([O:63][CH3:64])[CH:60]=[C:59]([O:65][CH3:66])[CH:58]=2)=[O:56])=O)[C:40](=[O:41])[N:39]([C@@H:42]([C:44]2[CH:49]=[CH:48][CH:47]=[CH:46][CH:45]=2)[CH3:43])[C:38](=[O:50])[NH:37]1)[C:30]1[CH:35]=[CH:34][CH:33]=[CH:32][CH:31]=1.C(=O)([O-])O.[Na+].S([O-])([O-])(=O)=S.[Na+].[Na+]. Product: [CH2:29]([C@:36]1([C:51]2[O:56][C:55]([C:57]3[CH:62]=[C:61]([O:63][CH3:64])[CH:60]=[C:59]([O:65][CH3:66])[CH:58]=3)=[N:54][N:53]=2)[NH:37][C:38](=[O:50])[N:39]([C@@H:42]([C:44]2[CH:49]=[CH:48][CH:47]=[CH:46][CH:45]=2)[CH3:43])[C:40]1=[O:41])[C:30]1[CH:31]=[CH:32][CH:33]=[CH:34][CH:35]=1. The catalyst class is: 4. (2) Reactant: [CH2:1]([N:8]1[C:12]2=[C:13]([N:19]3[CH2:28][CH2:27][C:26]4[C:21](=[CH:22][CH:23]=[CH:24][CH:25]=4)[CH2:20]3)[N:14]=[C:15]([CH2:17][OH:18])[CH:16]=[C:11]2[C:10]([CH3:29])=[C:9]1[CH3:30])[C:2]1[CH:7]=[CH:6][CH:5]=[CH:4][CH:3]=1.[ClH:31]. Product: [ClH:31].[CH2:1]([N:8]1[C:12]2=[C:13]([N:19]3[CH2:28][CH2:27][C:26]4[C:21](=[CH:22][CH:23]=[CH:24][CH:25]=4)[CH2:20]3)[N:14]=[C:15]([CH2:17][OH:18])[CH:16]=[C:11]2[C:10]([CH3:29])=[C:9]1[CH3:30])[C:2]1[CH:3]=[CH:4][CH:5]=[CH:6][CH:7]=1. The catalyst class is: 13. (3) Reactant: [C:1]([C:3]1[C:11]2[C:6](=[CH:7][C:8]([N+:12]([O-])=O)=[CH:9][CH:10]=2)[NH:5][CH:4]=1)#[N:2].[CH:15]1(Br)[CH2:18][CH2:17][CH2:16]1.C([O-])([O-])=O.[Cs+].[Cs+]. Product: [NH2:12][C:8]1[CH:7]=[C:6]2[C:11]([C:3]([C:1]#[N:2])=[CH:4][N:5]2[CH:15]2[CH2:18][CH2:17][CH2:16]2)=[CH:10][CH:9]=1. The catalyst class is: 3. (4) Reactant: Br.[NH2:2][CH2:3][C:4]([NH:6][C@H:7]1[CH2:12][CH2:11][CH2:10][CH2:9][C@H:8]1[NH:13][C:14](=[O:25])[C:15]1[CH:20]=[CH:19][C:18]([S:21]([NH2:24])(=[O:23])=[O:22])=[CH:17][CH:16]=1)=[O:5].C(N(C(C)C)CC)(C)C.[NH2:35][C:36]1[CH:44]=[CH:43][C:42]([I:45])=[CH:41][C:37]=1[C:38](O)=[O:39].CN([P+](ON1N=NC2C=CC=CC1=2)(N(C)C)N(C)C)C.F[P-](F)(F)(F)(F)F.C([O-])(O)=O.[Na+]. Product: [NH2:35][C:36]1[CH:44]=[CH:43][C:42]([I:45])=[CH:41][C:37]=1[C:38]([NH:2][CH2:3][C:4]([NH:6][C@@H:7]1[CH2:12][CH2:11][CH2:10][CH2:9][C@@H:8]1[NH:13][C:14](=[O:25])[C:15]1[CH:16]=[CH:17][C:18]([S:21]([NH2:24])(=[O:23])=[O:22])=[CH:19][CH:20]=1)=[O:5])=[O:39].[C:14]([NH2:13])(=[O:25])[C:15]1[CH:20]=[CH:19][CH:18]=[CH:17][CH:16]=1. The catalyst class is: 31. (5) Reactant: [Cl:1][C:2]1[CH:7]=[CH:6][N:5]=[CH:4][C:3]=1[CH:8]=[N:9][OH:10].[Cl:11]N1C(=O)CCC1=O.O. Product: [Cl:11][C:8]([C:3]1[CH:4]=[N:5][CH:6]=[CH:7][C:2]=1[Cl:1])=[N:9][OH:10]. The catalyst class is: 9. (6) Reactant: [CH:1]1([C:4]([NH:6][C:7]2[N:8]=[C:9]3[CH:14]=[CH:13][C:12]([O:15][C:16]4[CH:17]=[CH:18][C:19]([CH3:32])=[C:20]([NH:22][C:23]([C:25]5[N:29]([CH3:30])[N:28]=[C:27]([CH3:31])[CH:26]=5)=[O:24])[CH:21]=4)=[N:11][N:10]3[CH:33]=2)=[O:5])[CH2:3][CH2:2]1.O.[C:35]1([S:41]([OH:44])(=[O:43])=[O:42])[CH:40]=[CH:39][CH:38]=[CH:37][CH:36]=1. Product: [C:35]1([S:41]([OH:44])(=[O:43])=[O:42])[CH:40]=[CH:39][CH:38]=[CH:37][CH:36]=1.[CH:1]1([C:4]([NH:6][C:7]2[N:8]=[C:9]3[CH:14]=[CH:13][C:12]([O:15][C:16]4[CH:17]=[CH:18][C:19]([CH3:32])=[C:20]([NH:22][C:23]([C:25]5[N:29]([CH3:30])[N:28]=[C:27]([CH3:31])[CH:26]=5)=[O:24])[CH:21]=4)=[N:11][N:10]3[CH:33]=2)=[O:5])[CH2:3][CH2:2]1. The catalyst class is: 8. (7) Reactant: [C:1]([C@:3]12[CH2:9][C@H:8]1[C@:7]([C:11]1[CH:16]=[C:15]([NH:17]C(=O)C(F)(F)F)[CH:14]=[CH:13][C:12]=1[F:24])([CH3:10])[N:6]=[C:5]([NH:25]C(=O)C(F)(F)F)[S:4]2)#[N:2]. Product: [NH2:25][C:5]1[S:4][C@:3]2([C:1]#[N:2])[C@H:8]([C@:7]([C:11]3[CH:16]=[C:15]([NH2:17])[CH:14]=[CH:13][C:12]=3[F:24])([CH3:10])[N:6]=1)[CH2:9]2. The catalyst class is: 547.